Dataset: NCI-60 drug combinations with 297,098 pairs across 59 cell lines. Task: Regression. Given two drug SMILES strings and cell line genomic features, predict the synergy score measuring deviation from expected non-interaction effect. (1) Drug 1: CC1=C(C=C(C=C1)C(=O)NC2=CC(=CC(=C2)C(F)(F)F)N3C=C(N=C3)C)NC4=NC=CC(=N4)C5=CN=CC=C5. Drug 2: COC1=C2C(=CC3=C1OC=C3)C=CC(=O)O2. Cell line: CCRF-CEM. Synergy scores: CSS=-5.41, Synergy_ZIP=3.85, Synergy_Bliss=1.76, Synergy_Loewe=-7.40, Synergy_HSA=-6.72. (2) Drug 1: CCCCC(=O)OCC(=O)C1(CC(C2=C(C1)C(=C3C(=C2O)C(=O)C4=C(C3=O)C=CC=C4OC)O)OC5CC(C(C(O5)C)O)NC(=O)C(F)(F)F)O. Drug 2: CC1=C(C(=O)C2=C(C1=O)N3CC4C(C3(C2COC(=O)N)OC)N4)N. Cell line: MDA-MB-435. Synergy scores: CSS=55.2, Synergy_ZIP=-3.59, Synergy_Bliss=-2.72, Synergy_Loewe=-10.0, Synergy_HSA=-0.689. (3) Drug 2: CC1CCC2CC(C(=CC=CC=CC(CC(C(=O)C(C(C(=CC(C(=O)CC(OC(=O)C3CCCCN3C(=O)C(=O)C1(O2)O)C(C)CC4CCC(C(C4)OC)O)C)C)O)OC)C)C)C)OC. Synergy scores: CSS=0.765, Synergy_ZIP=-1.44, Synergy_Bliss=2.52, Synergy_Loewe=0.320, Synergy_HSA=0.387. Drug 1: CC1=CC=C(C=C1)C2=CC(=NN2C3=CC=C(C=C3)S(=O)(=O)N)C(F)(F)F. Cell line: TK-10. (4) Drug 1: CC1=CC=C(C=C1)C2=CC(=NN2C3=CC=C(C=C3)S(=O)(=O)N)C(F)(F)F. Drug 2: CNC(=O)C1=NC=CC(=C1)OC2=CC=C(C=C2)NC(=O)NC3=CC(=C(C=C3)Cl)C(F)(F)F. Cell line: SK-MEL-2. Synergy scores: CSS=-1.42, Synergy_ZIP=-3.02, Synergy_Bliss=-8.11, Synergy_Loewe=-21.8, Synergy_HSA=-9.39. (5) Drug 1: CNC(=O)C1=CC=CC=C1SC2=CC3=C(C=C2)C(=NN3)C=CC4=CC=CC=N4. Drug 2: CC1=C2C(C(=O)C3(C(CC4C(C3C(C(C2(C)C)(CC1OC(=O)C(C(C5=CC=CC=C5)NC(=O)C6=CC=CC=C6)O)O)OC(=O)C7=CC=CC=C7)(CO4)OC(=O)C)O)C)OC(=O)C. Cell line: SF-295. Synergy scores: CSS=21.3, Synergy_ZIP=0.487, Synergy_Bliss=6.32, Synergy_Loewe=5.17, Synergy_HSA=8.94.